This data is from Peptide-MHC class I binding affinity with 185,985 pairs from IEDB/IMGT. The task is: Regression. Given a peptide amino acid sequence and an MHC pseudo amino acid sequence, predict their binding affinity value. This is MHC class I binding data. The peptide sequence is WYMRALYQK. The MHC is HLA-A23:01 with pseudo-sequence HLA-A23:01. The binding affinity (normalized) is 0.449.